Predict the reactants needed to synthesize the given product. From a dataset of Full USPTO retrosynthesis dataset with 1.9M reactions from patents (1976-2016). (1) Given the product [Cl:1][C:2]1[CH:3]=[CH:4][C:5]([CH2:6][N:7]2[C:15]3[C:14](=[O:16])[N:13]([CH2:17][CH:18]([OH:19])[CH2:20][N:39]([CH3:40])[CH3:38])[C:12](=[O:21])[N:11]([CH3:22])[C:10]=3[N:9]=[C:8]2[O:23][C:24]2[CH:29]=[CH:28][CH:27]=[C:26]([O:30][C:31]([F:33])([F:32])[F:34])[CH:25]=2)=[CH:35][CH:36]=1, predict the reactants needed to synthesize it. The reactants are: [Cl:1][C:2]1[CH:36]=[CH:35][C:5]([CH2:6][N:7]2[C:15]3[C:14](=[O:16])[N:13]([CH2:17][CH:18]4[CH2:20][O:19]4)[C:12](=[O:21])[N:11]([CH3:22])[C:10]=3[N:9]=[C:8]2[O:23][C:24]2[CH:29]=[CH:28][CH:27]=[C:26]([O:30][C:31]([F:34])([F:33])[F:32])[CH:25]=2)=[CH:4][CH:3]=1.Cl.[CH3:38][NH:39][CH3:40].Cl([O-])(=O)(=O)=O.[Li+]. (2) Given the product [O:42]=[C:35]1[N:36]2[CH2:41][CH2:40][CH:43]([CH2:2][C:3]3[C:4]([C:27]4[CH:32]=[CH:31][CH:30]=[CH:29][CH:28]=4)=[N:5][C:6]4[C:11]([C:12]=3[C:13]([NH:15][N:16]([C:21]3[CH:26]=[CH:25][CH:24]=[CH:23][CH:22]=3)[C:17]([O:19][CH3:20])=[O:18])=[O:14])=[CH:10][CH:9]=[CH:8][CH:7]=4)[CH2:38][C:37]2=[N:33][NH:34]1, predict the reactants needed to synthesize it. The reactants are: Br[CH2:2][C:3]1[C:4]([C:27]2[CH:32]=[CH:31][CH:30]=[CH:29][CH:28]=2)=[N:5][C:6]2[C:11]([C:12]=1[C:13]([NH:15][N:16]([C:21]1[CH:26]=[CH:25][CH:24]=[CH:23][CH:22]=1)[C:17]([O:19][CH3:20])=[O:18])=[O:14])=[CH:10][CH:9]=[CH:8][CH:7]=2.[N:33]1[NH:34][C:35](=[O:42])[N:36]2[CH2:41][CH2:40]N[CH2:38][C:37]=12.[CH2:43](N(CC)CC)C.C([O-])(O)=O.[Na+]. (3) Given the product [CH3:12][C:13]1[CH:20]=[C:19]2[O:21][CH2:22][O:23][C:18]2=[CH:17][C:14]=1[CH:15]([C:7]1[C:2]([Cl:1])=[N:3][CH:4]=[CH:5][C:6]=1[C:8]([F:9])([F:10])[F:11])[OH:16], predict the reactants needed to synthesize it. The reactants are: [Cl:1][C:2]1[CH:7]=[C:6]([C:8]([F:11])([F:10])[F:9])[CH:5]=[CH:4][N:3]=1.[CH3:12][C:13]1[CH:20]=[C:19]2[O:21][CH2:22][O:23][C:18]2=[CH:17][C:14]=1[CH:15]=[O:16]. (4) Given the product [CH:26]1([NH:25][C:11]([C:2]2[CH:3]=[CH:4][C:5]3[C:10](=[CH:9][CH:8]=[N:7][CH:6]=3)[N:1]=2)=[O:13])[C:34]2[C:29](=[CH:30][CH:31]=[CH:32][CH:33]=2)[CH2:28][CH2:27]1, predict the reactants needed to synthesize it. The reactants are: [N:1]1[C:10]2[C:5](=[CH:6][N:7]=[CH:8][CH:9]=2)[CH:4]=[CH:3][C:2]=1[C:11]([OH:13])=O.O.ON1C2C=CC=CC=2N=N1.[NH2:25][CH:26]1[C:34]2[C:29](=[CH:30][CH:31]=[CH:32][CH:33]=2)[CH2:28][CH2:27]1.CCCCCC.C(OCC)(=O)C. (5) Given the product [CH2:14]([N:11]1[C:6]2=[N:7][C:8]([CH2:9][CH3:10])=[C:3]([CH2:2][NH:1][C:30]([C:29]3[C:24]([CH3:23])=[N:25][C:26]([C:33]([F:36])([F:34])[F:35])=[CH:27][CH:28]=3)=[O:31])[C:4]([NH:16][CH:17]3[CH2:18][CH2:19][O:20][CH2:21][CH2:22]3)=[C:5]2[CH:13]=[N:12]1)[CH3:15], predict the reactants needed to synthesize it. The reactants are: [NH2:1][CH2:2][C:3]1[C:8]([CH2:9][CH3:10])=[N:7][C:6]2[N:11]([CH2:14][CH3:15])[N:12]=[CH:13][C:5]=2[C:4]=1[NH:16][CH:17]1[CH2:22][CH2:21][O:20][CH2:19][CH2:18]1.[CH3:23][C:24]1[C:29]([C:30](O)=[O:31])=[CH:28][CH:27]=[C:26]([C:33]([F:36])([F:35])[F:34])[N:25]=1. (6) The reactants are: [Br:1][C:2]1[CH:7]=[CH:6][N:5]=[C:4]([NH2:8])[CH:3]=1.[C:9]([N:17]=[C:18]=[S:19])(=[O:16])[C:10]1[CH:15]=[CH:14][CH:13]=[CH:12][CH:11]=1. Given the product [Br:1][C:2]1[CH:7]=[CH:6][N:5]=[C:4]([NH:8][C:18]([NH:17][C:9](=[O:16])[C:10]2[CH:11]=[CH:12][CH:13]=[CH:14][CH:15]=2)=[S:19])[CH:3]=1, predict the reactants needed to synthesize it. (7) The reactants are: C1(C)C=CC(C(C2C=CC(C)=CC=2)S(CC(N)=O)=[O:9])=CC=1.[Cl:22][C:23]1[CH:24]=[C:25]([CH:29]([C:35]2[CH:40]=[CH:39][CH:38]=[C:37]([Cl:41])[CH:36]=2)[S:30][CH2:31][C:32]([NH2:34])=[O:33])[CH:26]=[CH:27][CH:28]=1. Given the product [Cl:22][C:23]1[CH:24]=[C:25]([CH:29]([C:35]2[CH:40]=[CH:39][CH:38]=[C:37]([Cl:41])[CH:36]=2)[S:30]([CH2:31][C:32]([NH2:34])=[O:33])=[O:9])[CH:26]=[CH:27][CH:28]=1, predict the reactants needed to synthesize it. (8) Given the product [CH2:1]([O:3][C:4](=[O:20])[CH2:5][CH2:6][C@@H:7]1[CH2:11][C@@H:10]([O:12][S:29]([CH3:28])(=[O:31])=[O:30])[CH2:9][N:8]1[C:13]([O:15][C:16]([CH3:19])([CH3:18])[CH3:17])=[O:14])[CH3:2], predict the reactants needed to synthesize it. The reactants are: [CH2:1]([O:3][C:4](=[O:20])[CH2:5][CH2:6][C@@H:7]1[CH2:11][C@@H:10]([OH:12])[CH2:9][N:8]1[C:13]([O:15][C:16]([CH3:19])([CH3:18])[CH3:17])=[O:14])[CH3:2].C(N(CC)CC)C.[CH3:28][S:29](Cl)(=[O:31])=[O:30].O. (9) Given the product [F:1][C:2]1[CH:3]=[C:4]([CH2:11][CH2:12][N:14]2[CH2:15][CH2:16][O:17][CH2:18][CH2:19]2)[CH:5]=[CH:6][C:7]=1[N+:8]([O-:10])=[O:9], predict the reactants needed to synthesize it. The reactants are: [F:1][C:2]1[CH:3]=[C:4]([CH2:11][C:12]([N:14]2[CH2:19][CH2:18][O:17][CH2:16][CH2:15]2)=O)[CH:5]=[CH:6][C:7]=1[N+:8]([O-:10])=[O:9].Cl.